From a dataset of Full USPTO retrosynthesis dataset with 1.9M reactions from patents (1976-2016). Predict the reactants needed to synthesize the given product. (1) The reactants are: [C:1]1([CH:7]2[S:12][CH2:11][CH2:10][CH2:9][S:8]2)[CH:6]=[CH:5][CH:4]=[CH:3][CH:2]=1.C([Li])CCC.[CH3:18][N:19]1[C:24]2[CH:25]=[CH:26][C:27]([CH:29]=[O:30])=[CH:28][C:23]=2[O:22][CH2:21][CH2:20]1.[Cl-].[NH4+]. Given the product [CH3:18][N:19]1[C:24]2[CH:25]=[CH:26][C:27]([CH:29]([C:7]3([C:1]4[CH:2]=[CH:3][CH:4]=[CH:5][CH:6]=4)[S:8][CH2:9][CH2:10][CH2:11][S:12]3)[OH:30])=[CH:28][C:23]=2[O:22][CH2:21][CH2:20]1, predict the reactants needed to synthesize it. (2) Given the product [F:27][C:18]1[CH:19]=[C:20]([O:22][CH2:23][CH2:24][O:25][CH3:26])[CH:21]=[C:16]([F:15])[C:17]=1[N:28]1[CH2:29][CH2:30][N:31]([C:2]2[NH:3][C:4](=[O:14])[C:5]3[CH:10]=[CH:9][N:8]([CH2:11][CH2:12][OH:13])[C:6]=3[N:7]=2)[CH2:32][CH2:33]1, predict the reactants needed to synthesize it. The reactants are: Cl[C:2]1[NH:3][C:4](=[O:14])[C:5]2[CH:10]=[CH:9][N:8]([CH2:11][CH2:12][OH:13])[C:6]=2[N:7]=1.[F:15][C:16]1[CH:21]=[C:20]([O:22][CH2:23][CH2:24][O:25][CH3:26])[CH:19]=[C:18]([F:27])[C:17]=1[N:28]1[CH2:33][CH2:32][NH:31][CH2:30][CH2:29]1.CCN(C(C)C)C(C)C.O. (3) Given the product [ClH:54].[CH2:38]([S:42]([C:4]1[S:8][C:7]([C:9]2[CH:18]=[CH:17][C:16]3[C:11](=[CH:12][CH:13]=[C:14]([O:19][CH3:20])[CH:15]=3)[C:10]=2[O:21][C:22]2[CH:23]=[CH:24][C:25]([O:26][CH2:27][CH2:28][N:29]3[CH2:30][CH2:31][CH2:32][CH2:33][CH2:34]3)=[CH:35][CH:36]=2)=[CH:6][CH:5]=1)(=[O:46])=[O:43])[CH3:39], predict the reactants needed to synthesize it. The reactants are: C(S[C:4]1[S:8][C:7]([C:9]2[CH:18]=[CH:17][C:16]3[C:11](=[CH:12][CH:13]=[C:14]([O:19][CH3:20])[CH:15]=3)[C:10]=2[O:21][C:22]2[CH:36]=[CH:35][C:25]([O:26][CH2:27][CH2:28][N:29]3[CH2:34][CH2:33][CH2:32][CH2:31][CH2:30]3)=[CH:24][CH:23]=2)=[CH:6][CH:5]=1)C.O1CC[CH2:39][CH2:38]1.[S:42]([OH:46])([O-])(=O)=[O:43].S(O)(OO)(=O)=O.[K+].[ClH:54]. (4) Given the product [C:29]1([C:32]2[CH:37]=[CH:36][CH:35]=[CH:34][CH:33]=2)[CH:30]=[CH:31][C:26]([S:23]([N:22]2[CH2:21][CH2:20][S:19][CH:18]2[C:16]([NH:15][CH:8]([C:9]2[CH:14]=[CH:13][CH:12]=[CH:11][CH:10]=2)[CH2:7][CH2:6][NH:46][CH2:45][CH2:44][C:39]2[CH:40]=[CH:41][CH:42]=[CH:43][N:38]=2)=[O:17])(=[O:25])=[O:24])=[CH:27][CH:28]=1, predict the reactants needed to synthesize it. The reactants are: CS(O[CH2:6][CH2:7][C@H:8]([NH:15][C:16]([C@H:18]1[N:22]([S:23]([C:26]2[CH:31]=[CH:30][C:29]([C:32]3[CH:37]=[CH:36][CH:35]=[CH:34][CH:33]=3)=[CH:28][CH:27]=2)(=[O:25])=[O:24])[CH2:21][CH2:20][S:19]1)=[O:17])[C:9]1[CH:14]=[CH:13][CH:12]=[CH:11][CH:10]=1)(=O)=O.[N:38]1[CH:43]=[CH:42][CH:41]=[CH:40][C:39]=1[CH2:44][CH2:45][NH2:46]. (5) Given the product [S:3]1[C:4]2[CH:10]=[CH:9][CH:8]=[CH:7][C:5]=2[N:6]=[C:2]1[N:18]([CH2:19][CH2:20][OH:21])[CH2:11][C:12]1[CH:17]=[CH:16][CH:15]=[CH:14][CH:13]=1, predict the reactants needed to synthesize it. The reactants are: Cl[C:2]1[S:3][C:4]2[CH:10]=[CH:9][CH:8]=[CH:7][C:5]=2[N:6]=1.[CH2:11]([NH:18][CH2:19][CH2:20][OH:21])[C:12]1[CH:17]=[CH:16][CH:15]=[CH:14][CH:13]=1. (6) Given the product [Cl:39][C:27]1[C:28]([NH:32][S:33]([CH2:36][CH2:37][CH3:38])(=[O:35])=[O:34])=[CH:29][CH:30]=[CH:31][C:26]=1[NH:25][C:16]([C:13]1[C:9]2[N:10]=[CH:11][N:12]=[C:7]([NH:6][CH2:5][C:4]3[CH:19]=[CH:20][C:21]([O:23][CH3:24])=[CH:22][C:3]=3[O:2][CH3:1])[C:8]=2[S:15][CH:14]=1)=[O:17], predict the reactants needed to synthesize it. The reactants are: [CH3:1][O:2][C:3]1[CH:22]=[C:21]([O:23][CH3:24])[CH:20]=[CH:19][C:4]=1[CH2:5][NH:6][C:7]1[C:8]2[S:15][CH:14]=[C:13]([C:16](O)=[O:17])[C:9]=2[N:10]=[CH:11][N:12]=1.[NH2:25][C:26]1[C:27]([Cl:39])=[C:28]([NH:32][S:33]([CH2:36][CH2:37][CH3:38])(=[O:35])=[O:34])[CH:29]=[CH:30][CH:31]=1.CN(C(ON1N=NC2C=CC=NC1=2)=[N+](C)C)C.F[P-](F)(F)(F)(F)F.CCN(C(C)C)C(C)C. (7) Given the product [OH:39][C:36]1([CH2:19][C:20]([C:22]2[CH:23]=[CH:24][C:25]([O:28][C:29]([F:30])([F:31])[F:32])=[CH:26][CH:27]=2)=[O:21])[CH2:37][CH2:38][O:33][CH2:34][CH2:35]1, predict the reactants needed to synthesize it. The reactants are: C(NC(C)C)(C)C.C([Li])CCC.CCCCCC.[CH3:19][C:20]([C:22]1[CH:27]=[CH:26][C:25]([O:28][C:29]([F:32])([F:31])[F:30])=[CH:24][CH:23]=1)=[O:21].[O:33]1[CH2:38][CH2:37][C:36](=[O:39])[CH2:35][CH2:34]1.[Cl-].[NH4+]. (8) The reactants are: ClC1C=CC=C(Cl)C=1C(NC1C(C2[NH:16][C:15]3[CH:17]=[CH:18][C:19]([CH2:21][N:22]4[CH2:27][CH2:26][O:25][CH2:24][CH2:23]4)=[CH:20][C:14]=3[N:13]=2)=NNC=1)=O.[F:33][C:34]1[CH:50]=[C:49]([O:51][CH3:52])[CH:48]=[C:47]([F:53])[C:35]=1[C:36]([NH:38][C:39]1[C:40]([C:44](O)=O)=[N:41][NH:42][CH:43]=1)=[O:37]. Given the product [F:33][C:34]1[CH:50]=[C:49]([O:51][CH3:52])[CH:48]=[C:47]([F:53])[C:35]=1[C:36]([NH:38][C:39]1[C:40]([C:44]2[NH:16][C:15]3[CH:17]=[CH:18][C:19]([CH2:21][N:22]4[CH2:27][CH2:26][O:25][CH2:24][CH2:23]4)=[CH:20][C:14]=3[N:13]=2)=[N:41][NH:42][CH:43]=1)=[O:37], predict the reactants needed to synthesize it. (9) Given the product [C:1]([NH:5][C:6](=[O:7])[OH:8])([CH3:4])([CH3:3])[CH3:2].[C:9]([NH:13][C:14](=[O:15])[OH:16])([CH3:12])([CH3:11])[CH3:10].[NH2:27][C:24]1[C:23]2[CH:28]=[C:19]([CH2:18][N:30]3[C:31](=[O:38])[C:32]4[C:37](=[CH:36][CH:35]=[CH:34][CH:33]=4)[C:29]3=[O:39])[CH:20]=[CH:21][C:22]=2[O:26][N:25]=1, predict the reactants needed to synthesize it. The reactants are: [C:1]([NH:5][C:6](=[O:8])[OH:7])([CH3:4])([CH3:3])[CH3:2].[C:9]([NH:13][C:14](=[O:16])[OH:15])([CH3:12])([CH3:11])[CH3:10].Br[CH2:18][C:19]1[CH:20]=[CH:21][C:22]2[O:26][N:25]=[C:24]([NH2:27])[C:23]=2[CH:28]=1.[C:29]1(=[O:39])[C:37]2[C:32](=[CH:33][CH:34]=[CH:35][CH:36]=2)[C:31](=[O:38])[NH:30]1.C([O-])([O-])=O.[Cs+].[Cs+]. (10) The reactants are: [NH2:1][C@@H:2]([CH2:27][C:28]1[CH:33]=[CH:32][CH:31]=[CH:30][CH:29]=1)[C@@H:3]([OH:26])[CH2:4][C@@H:5]([NH:13][C:14]([C@@H:16]([NH:21][C:22](=[O:25])[O:23][CH3:24])[C:17]([CH3:20])([CH3:19])[CH3:18])=[O:15])[CH2:6][C:7]1[CH:12]=[CH:11][CH:10]=[CH:9][CH:8]=1.FC(F)(F)C(O)=O.[CH3:41][C@@H:42]([CH2:64][CH3:65])[C@H:43]([N:47]1[CH2:51][CH2:50][N:49]([CH2:52][C:53]2[C:62]3[C:57](=[CH:58][CH:59]=[CH:60][CH:61]=3)[N:56]=[CH:55][CH:54]=2)[C:48]1=[O:63])[C:44](O)=[O:45].CCN=C=NCCCN(C)C.C1C=CC2N(O)N=NC=2C=1.CN1CCOCC1. Given the product [CH2:6]([C@H:5]([NH:13][C:14]([C@@H:16]([NH:21][C:22](=[O:25])[O:23][CH3:24])[C:17]([CH3:20])([CH3:19])[CH3:18])=[O:15])[CH2:4][C@H:3]([OH:26])[C@@H:2]([NH:1][C:44](=[O:45])[C@@H:43]([N:47]1[CH2:51][CH2:50][N:49]([CH2:52][C:53]2[C:62]3[C:57](=[CH:58][CH:59]=[CH:60][CH:61]=3)[N:56]=[CH:55][CH:54]=2)[C:48]1=[O:63])[CH:42]([CH3:41])[CH2:64][CH3:65])[CH2:27][C:28]1[CH:29]=[CH:30][CH:31]=[CH:32][CH:33]=1)[C:7]1[CH:12]=[CH:11][CH:10]=[CH:9][CH:8]=1, predict the reactants needed to synthesize it.